Dataset: Full USPTO retrosynthesis dataset with 1.9M reactions from patents (1976-2016). Task: Predict the reactants needed to synthesize the given product. (1) Given the product [CH3:1][O:2][C:3]1[CH:4]=[C:5]2[C:10](=[CH:11][CH:12]=1)[C:9]1[O:13][C:15]([C:17]3[O:21][N:20]=[C:19]([C:22]4[CH:23]=[CH:24][CH:25]=[CH:26][CH:27]=4)[C:18]=3[C:28]([F:29])([F:31])[F:30])=[N:14][C:8]=1[CH2:7][CH2:6]2, predict the reactants needed to synthesize it. The reactants are: [CH3:1][O:2][C:3]1[CH:4]=[C:5]2[C:10](=[CH:11][CH:12]=1)[C:9](=[O:13])[CH:8]([NH:14][C:15]([C:17]1[O:21][N:20]=[C:19]([C:22]3[CH:27]=[CH:26][CH:25]=[CH:24][CH:23]=3)[C:18]=1[C:28]([F:31])([F:30])[F:29])=O)[CH2:7][CH2:6]2.P(Cl)(Cl)(Cl)=O. (2) Given the product [O:30]=[C:4]1[C:3](=[CH:2][NH:44][C:41]2[CH:42]=[CH:43][C:38]([CH2:37][CH2:36][N:31]3[CH2:35][CH2:34][CH2:33][CH2:32]3)=[CH:39][CH:40]=2)[C:11]2[C:6](=[CH:7][C:8]([C:12]([C:14]3[CH:15]=[C:16]([NH:20][C:21]([C:23]4[N:24]([CH3:29])[N:25]=[C:26]([CH3:28])[CH:27]=4)=[O:22])[CH:17]=[CH:18][CH:19]=3)=[O:13])=[CH:9][CH:10]=2)[NH:5]1, predict the reactants needed to synthesize it. The reactants are: O[CH:2]=[C:3]1[C:11]2[C:6](=[CH:7][C:8]([C:12]([C:14]3[CH:15]=[C:16]([NH:20][C:21]([C:23]4[N:24]([CH3:29])[N:25]=[C:26]([CH3:28])[CH:27]=4)=[O:22])[CH:17]=[CH:18][CH:19]=3)=[O:13])=[CH:9][CH:10]=2)[NH:5][C:4]1=[O:30].[N:31]1([CH2:36][CH2:37][C:38]2[CH:43]=[CH:42][C:41]([NH2:44])=[CH:40][CH:39]=2)[CH2:35][CH2:34][CH2:33][CH2:32]1. (3) Given the product [C:22]12([NH:32][C:33]([NH:2][C:3]3[CH:4]=[C:5]([Cl:12])[C:6]([CH3:11])=[C:7]([Cl:10])[C:8]=3[OH:9])=[O:34])[CH2:31][CH:26]3[CH2:27][CH:28]([CH2:30][CH:24]([CH2:25]3)[CH2:23]1)[CH2:29]2, predict the reactants needed to synthesize it. The reactants are: Cl.[NH2:2][C:3]1[C:8]([OH:9])=[C:7]([Cl:10])[C:6]([CH3:11])=[C:5]([Cl:12])[CH:4]=1.CCN(C(C)C)C(C)C.[C:22]12([N:32]=[C:33]=[O:34])[CH2:31][CH:26]3[CH2:27][CH:28]([CH2:30][CH:24]([CH2:25]3)[CH2:23]1)[CH2:29]2.CNCCS. (4) Given the product [S:21]1[CH:25]=[CH:24][CH:23]=[C:22]1[CH2:26][CH2:27][NH:28][CH:2]1[C:10]2[C:5](=[CH:6][C:7]([O:11][C:12]3[CH:20]=[CH:19][C:15]([C:16]([NH2:18])=[O:17])=[CH:14][N:13]=3)=[CH:8][CH:9]=2)[CH2:4][CH2:3]1, predict the reactants needed to synthesize it. The reactants are: O=[C:2]1[C:10]2[C:5](=[CH:6][C:7]([O:11][C:12]3[CH:20]=[CH:19][C:15]([C:16]([NH2:18])=[O:17])=[CH:14][N:13]=3)=[CH:8][CH:9]=2)[CH2:4][CH2:3]1.[S:21]1[CH:25]=[CH:24][CH:23]=[C:22]1[CH2:26][CH2:27][NH2:28].[BH3-]C#N.[Na+]. (5) The reactants are: [CH3:1][O:2][C:3]([C:5]1[S:6][C:7]([C:33]#[C:34][C:35]([CH3:38])([CH3:37])[CH3:36])=[CH:8][C:9]=1[N:10]([C:24]([C@H:26]1[CH2:31][CH2:30][C@H:29]([CH3:32])[CH2:28][CH2:27]1)=[O:25])[CH:11]1[CH2:16][CH2:15][N:14](C(OC(C)(C)C)=O)[CH2:13][CH2:12]1)=[O:4].FC(F)(F)C(O)=O. Given the product [CH3:1][O:2][C:3]([C:5]1[S:6][C:7]([C:33]#[C:34][C:35]([CH3:36])([CH3:38])[CH3:37])=[CH:8][C:9]=1[N:10]([C:24]([C@H:26]1[CH2:27][CH2:28][C@H:29]([CH3:32])[CH2:30][CH2:31]1)=[O:25])[CH:11]1[CH2:12][CH2:13][NH:14][CH2:15][CH2:16]1)=[O:4], predict the reactants needed to synthesize it. (6) Given the product [ClH:19].[N:1]1[C:10]2[C:5](=[CH:6][C:7]([NH:11][NH2:13])=[CH:8][CH:9]=2)[CH:4]=[CH:3][CH:2]=1, predict the reactants needed to synthesize it. The reactants are: [N:1]1[C:10]2[C:5](=[CH:6][C:7]([NH2:11])=[CH:8][CH:9]=2)[CH:4]=[CH:3][CH:2]=1.Cl.[N:13]([O-])=O.[Na+].O.O.[Cl:19][Sn]Cl. (7) Given the product [C:21]([C:19]1[CH:18]=[C:14]([CH:13]=[C:12]([C:8]([CH3:11])([CH3:10])[CH3:9])[CH:20]=1)[C:15](=[O:16])[S:1][C:2]1[CH:7]=[CH:6][CH:5]=[CH:4][N:3]=1)([CH3:24])([CH3:23])[CH3:22], predict the reactants needed to synthesize it. The reactants are: [SH:1][C:2]1[CH:7]=[CH:6][CH:5]=[CH:4][N:3]=1.[C:8]([C:12]1[CH:13]=[C:14]([CH:18]=[C:19]([C:21]([CH3:24])([CH3:23])[CH3:22])[CH:20]=1)[C:15](Cl)=[O:16])([CH3:11])([CH3:10])[CH3:9].